This data is from Forward reaction prediction with 1.9M reactions from USPTO patents (1976-2016). The task is: Predict the product of the given reaction. (1) Given the reactants [Br:1][C:2]1[CH:11]=[C:10]2[C:5]([C:6]([CH3:20])([CH3:19])[CH2:7][CH2:8][C:9]32[C:15](=[O:16])[N:14]([CH3:17])[C:13](=O)[NH:12]3)=[CH:4][CH:3]=1.COC1C=CC(P2(SP(C3C=CC(OC)=CC=3)(=S)S2)=[S:30])=CC=1, predict the reaction product. The product is: [Br:1][C:2]1[CH:11]=[C:10]2[C:5]([C:6]([CH3:20])([CH3:19])[CH2:7][CH2:8][C:9]32[C:15](=[O:16])[N:14]([CH3:17])[C:13](=[S:30])[NH:12]3)=[CH:4][CH:3]=1. (2) Given the reactants F[C:2]1[CH:7]=[CH:6][C:5]([C:8]2[O:9][C:10]([C:13]3[C:14]([C:19]4[CH:24]=[CH:23][CH:22]=[CH:21][CH:20]=4)=[N:15][O:16][C:17]=3[CH3:18])=[N:11][N:12]=2)=[C:4]([O:25][CH3:26])[CH:3]=1.[NH:27]1[CH2:32][CH2:31][NH:30][CH2:29][CH2:28]1, predict the reaction product. The product is: [CH3:26][O:25][C:4]1[CH:3]=[C:2]([N:27]2[CH2:32][CH2:31][NH:30][CH2:29][CH2:28]2)[CH:7]=[CH:6][C:5]=1[C:8]1[O:9][C:10]([C:13]2[C:14]([C:19]3[CH:24]=[CH:23][CH:22]=[CH:21][CH:20]=3)=[N:15][O:16][C:17]=2[CH3:18])=[N:11][N:12]=1. (3) Given the reactants [C:1]([NH:4][C@@H:5]1[C@@H:10]([NH2:11])[CH2:9][C:8]([C:12]([NH:14][CH2:15][CH2:16]NC(=O)CC/C=C\C/C=C\C/C=C\C/C=C\C/C=C\C/C=C\CC)=[O:13])=[CH:7][C@H:6]1[O:41][CH:42]([CH2:45][CH3:46])[CH2:43][CH3:44])(=[O:3])[CH3:2].NCC[O:50][CH2:51][CH2:52][NH:53][C:54](=[O:76])[CH2:55][CH2:56]/[CH:57]=[CH:58]\[CH2:59]/[CH:60]=[CH:61]\[CH2:62]/[CH:63]=[CH:64]\[CH2:65]/[CH:66]=[CH:67]\[CH2:68]/[CH:69]=[CH:70]\[CH2:71]/[CH:72]=[CH:73]\[CH2:74][CH3:75], predict the reaction product. The product is: [C:1]([NH:4][C@@H:5]1[C@@H:10]([NH2:11])[CH2:9][C:8]([C:12]([NH:14][CH2:15][CH2:16][O:50][CH2:51][CH2:52][NH:53][C:54](=[O:76])[CH2:55][CH2:56]/[CH:57]=[CH:58]\[CH2:59]/[CH:60]=[CH:61]\[CH2:62]/[CH:63]=[CH:64]\[CH2:65]/[CH:66]=[CH:67]\[CH2:68]/[CH:69]=[CH:70]\[CH2:71]/[CH:72]=[CH:73]\[CH2:74][CH3:75])=[O:13])=[CH:7][C@H:6]1[O:41][CH:42]([CH2:43][CH3:44])[CH2:45][CH3:46])(=[O:3])[CH3:2]. (4) Given the reactants [C:1]([C:4]1[O:8][C:7]([C:9]2[CH:17]=[CH:16][C:12]([C:13]([OH:15])=O)=[CH:11][CH:10]=2)=[CH:6][CH:5]=1)(=[O:3])[CH3:2].C1C=CC2N(O)N=NC=2C=1.CCN=[C:31]=[N:32][CH2:33][CH2:34][CH2:35][N:36]([CH3:38])[CH3:37].CN1CCCNCC1.CCN(C(C)C)C(C)C, predict the reaction product. The product is: [CH3:37][N:36]1[CH2:35][CH2:34][CH2:33][N:32]([C:13]([C:12]2[CH:11]=[CH:10][C:9]([C:7]3[O:8][C:4]([C:1](=[O:3])[CH3:2])=[CH:5][CH:6]=3)=[CH:17][CH:16]=2)=[O:15])[CH2:31][CH2:38]1. (5) Given the reactants [Cl:1][C:2]1[CH:3]=[C:4]2[C:10]([C:11]3[N:16]=[C:15]([NH:17][C@H:18]4[CH2:23][CH2:22][CH2:21][N:20]([CH2:24][C:25]([O:27][C:28]([CH3:31])([CH3:30])[CH3:29])=[O:26])[CH2:19]4)[C:14]([F:32])=[CH:13][N:12]=3)=[CH:9][N:8](S(C3C=CC(C)=CC=3)(=O)=O)[C:5]2=[N:6][CH:7]=1.ClC1C=C2C(C3N=C(N[C@H]4CCCN(C(OC(C)(C)C)=O)C4)C(F)=CN=3)=CN(S(C3C=CC(C)=CC=3)(=O)=O)C2=NC=1.[Li+].[OH-], predict the reaction product. The product is: [Cl:1][C:2]1[CH:3]=[C:4]2[C:10]([C:11]3[N:16]=[C:15]([NH:17][C@H:18]4[CH2:23][CH2:22][CH2:21][N:20]([CH2:24][C:25]([O:27][C:28]([CH3:30])([CH3:29])[CH3:31])=[O:26])[CH2:19]4)[C:14]([F:32])=[CH:13][N:12]=3)=[CH:9][NH:8][C:5]2=[N:6][CH:7]=1.